This data is from Forward reaction prediction with 1.9M reactions from USPTO patents (1976-2016). The task is: Predict the product of the given reaction. (1) Given the reactants CC(C)([O-])C.[K+].[CH:7]1([N:12]2[C:17]3[N:18]=[C:19](S(C)(=O)=O)[N:20]=[CH:21][C:16]=3[CH:15]=[C:14]([C:26]3[C:31]([Cl:32])=[CH:30][CH:29]=[CH:28][C:27]=3[Cl:33])[C:13]2=[O:34])[CH2:11][CH2:10][CH2:9][CH2:8]1.[N:35]1[S:36][N:37]=[C:38]2[CH:43]=[C:42]([NH2:44])[CH:41]=[CH:40][C:39]=12, predict the reaction product. The product is: [N:35]1[S:36][N:37]=[C:38]2[CH:43]=[C:42]([NH:44][C:19]3[N:20]=[CH:21][C:16]4[CH:15]=[C:14]([C:26]5[C:31]([Cl:32])=[CH:30][CH:29]=[CH:28][C:27]=5[Cl:33])[C:13](=[O:34])[N:12]([CH:7]5[CH2:11][CH2:10][CH2:9][CH2:8]5)[C:17]=4[N:18]=3)[CH:41]=[CH:40][C:39]=12. (2) Given the reactants [NH2:1][C:2]1[CH:10]=[CH:9][CH:8]=[C:7]2[C:3]=1[C:4](=[O:20])[N:5]([CH:12]1[CH2:17][CH2:16][C:15](=[O:18])[NH:14][C:13]1=[O:19])[C:6]2=[O:11].[O:21]1[CH:25]=[CH:24][CH:23]=[C:22]1[C:26](Cl)=[O:27], predict the reaction product. The product is: [O:19]=[C:13]1[CH:12]([N:5]2[C:4](=[O:20])[C:3]3[C:7](=[CH:8][CH:9]=[CH:10][C:2]=3[NH:1][C:26]([C:22]3[O:21][CH:25]=[CH:24][CH:23]=3)=[O:27])[C:6]2=[O:11])[CH2:17][CH2:16][C:15](=[O:18])[NH:14]1. (3) The product is: [CH3:1][O:2][C:3](=[O:15])[CH2:4][O:5][C:6]1[CH:11]=[CH:10][C:9]([Cl:12])=[CH:8][C:7]=1[CH2:13][C:22]1[CH:21]=[C:20]([S:17]([CH3:16])(=[O:19])=[O:18])[CH:25]=[CH:24][C:23]=1[OH:26]. Given the reactants [CH3:1][O:2][C:3](=[O:15])[CH2:4][O:5][C:6]1[CH:11]=[CH:10][C:9]([Cl:12])=[CH:8][C:7]=1[CH2:13]O.[CH3:16][S:17]([C:20]1[CH:25]=[CH:24][C:23]([OH:26])=[CH:22][CH:21]=1)(=[O:19])=[O:18], predict the reaction product. (4) The product is: [CH:6]([NH:5][C:8](/[N:10]=[C:11]1\[S:12][C:13]([CH3:26])=[CH:14][N:15]\1[C:16]1[CH:21]=[CH:20][C:19]([C:22]([F:24])([F:23])[F:25])=[CH:18][CH:17]=1)=[O:9])([CH3:27])[CH3:7]. Given the reactants [I-].C[N+]1[CH:7]=[CH:6][N:5]([C:8](/[N:10]=[C:11]2\[S:12][C:13]([CH3:26])=[CH:14][N:15]\2[C:16]2[CH:21]=[CH:20][C:19]([C:22]([F:25])([F:24])[F:23])=[CH:18][CH:17]=2)=[O:9])C=1.[CH:27](N(C(C)C)CC)(C)C.CC(N)C, predict the reaction product. (5) Given the reactants [CH2:1]([O:3][C:4]([N:6]1[CH2:11][CH2:10][CH:9]([NH:12][S:13]([C:16]2[C:25]3[C:20](=[C:21]([CH2:26][NH2:27])[CH:22]=[CH:23][CH:24]=3)[CH:19]=[CH:18][CH:17]=2)(=[O:15])=[O:14])[CH2:8][CH2:7]1)=[O:5])[CH3:2].[Cl:28][C:29]1[CH:36]=[CH:35][C:32]([CH:33]=O)=[CH:31][CH:30]=1.C([BH3-])#N.[Na+], predict the reaction product. The product is: [CH2:1]([O:3][C:4]([N:6]1[CH2:11][CH2:10][CH:9]([NH:12][S:13]([C:16]2[C:25]3[C:20](=[C:21]([CH2:26][NH:27][CH2:33][C:32]4[CH:35]=[CH:36][C:29]([Cl:28])=[CH:30][CH:31]=4)[CH:22]=[CH:23][CH:24]=3)[CH:19]=[CH:18][CH:17]=2)(=[O:14])=[O:15])[CH2:8][CH2:7]1)=[O:5])[CH3:2].[CH:4]([O-:5])=[O:3].